Dataset: Full USPTO retrosynthesis dataset with 1.9M reactions from patents (1976-2016). Task: Predict the reactants needed to synthesize the given product. (1) Given the product [F:18][C:17]([F:19])([F:20])[C:14]1[CH:13]=[CH:12][C:11]([C:4]2[CH:5]=[CH:6][C:7]([CH2:8][CH2:9][OH:10])=[CH:2][CH:3]=2)=[CH:16][CH:15]=1, predict the reactants needed to synthesize it. The reactants are: F[C:2]1[CH:3]=[C:4]([C:11]2[CH:16]=[CH:15][C:14]([C:17]([F:20])([F:19])[F:18])=[CH:13][CH:12]=2)[CH:5]=[CH:6][C:7]=1[CH2:8][CH:9]=[O:10].[BH4-].[Na+].CCOC(C)=O.CCCCCC. (2) Given the product [C:26]([O:25][C:24]([NH:23][C:20]([CH3:21])([CH3:22])[CH2:19][CH2:18][N:3]1[C:7]2[CH:8]=[CH:9][CH:10]=[C:11]([C:12]([O:14][CH2:15][CH3:16])=[O:13])[C:6]=2[N:5]=[CH:4]1)=[O:30])([CH3:29])([CH3:28])[CH3:27], predict the reactants needed to synthesize it. The reactants are: [H-].[Na+].[NH:3]1[C:7]2[CH:8]=[CH:9][CH:10]=[C:11]([C:12]([O:14][CH2:15][CH3:16])=[O:13])[C:6]=2[N:5]=[CH:4]1.Cl[CH2:18][CH2:19][C:20]([NH:23][C:24](=[O:30])[O:25][C:26]([CH3:29])([CH3:28])[CH3:27])([CH3:22])[CH3:21].[I-]. (3) Given the product [C:11]([NH:8][CH2:7][CH2:6][C:5]1[CH:9]=[CH:10][C:2]([Br:1])=[CH:3][CH:4]=1)([O:14][C:5]([CH3:9])([CH3:6])[CH3:4])=[O:12], predict the reactants needed to synthesize it. The reactants are: [Br:1][C:2]1[CH:10]=[CH:9][C:5]([CH2:6][CH2:7][NH2:8])=[CH:4][CH:3]=1.[C:11]([O-:14])([O-])=[O:12].[K+].[K+]. (4) Given the product [F:12][C:13]([F:21])([F:22])[C:14]1[CH:15]=[C:16]([NH:17][C:2]([CH2:9][CH2:10][CH3:11])=[CH:3][C:4]([O:6][CH2:7][CH3:8])=[O:5])[CH:18]=[CH:19][CH:20]=1, predict the reactants needed to synthesize it. The reactants are: O=[C:2]([CH2:9][CH2:10][CH3:11])[CH2:3][C:4]([O:6][CH2:7][CH3:8])=[O:5].[F:12][C:13]([F:22])([F:21])[C:14]1[CH:15]=[C:16]([CH:18]=[CH:19][CH:20]=1)[NH2:17].C(O)(=O)C.S([O-])([O-])(=O)=O.[Mg+2]. (5) Given the product [N+:1]([C:4]1[CH:12]=[C:7]2[CH2:8][N:9]([C:13](=[O:15])[CH3:14])[CH2:10][CH2:11][N:6]2[N:5]=1)([O-:3])=[O:2], predict the reactants needed to synthesize it. The reactants are: [N+:1]([C:4]1[CH:12]=[C:7]2[CH2:8][NH:9][CH2:10][CH2:11][N:6]2[N:5]=1)([O-:3])=[O:2].[C:13](Cl)(=[O:15])[CH3:14].C([O-])([O-])=O.[K+].[K+]. (6) The reactants are: [Cl:1][C:2]1[CH:7]=[CH:6][CH:5]=[C:4](Cl)[C:3]=1[O:9][CH3:10].[OH-:11].[K+].CC(C1C=C(C(C)C)C(C2C(P(C(C)(C)C)C(C)(C)C)=CC=CC=2)=C(C(C)C)C=1)C.Cl. Given the product [Cl:1][C:2]1[C:3]([O:9][CH3:10])=[C:4]([OH:11])[CH:5]=[CH:6][CH:7]=1, predict the reactants needed to synthesize it. (7) Given the product [CH3:32][O:31][C:29](=[O:30])[CH3:28].[CH3:32][O:31][C:29](=[O:30])[CH:28]([C@@H:20]1[C:21]2[C:26](=[CH:25][CH:24]=[CH:23][CH:22]=2)[CH2:27][C@H:19]1[NH:18][C:16]([O:15][C:11]([CH3:13])([CH3:14])[CH3:12])=[O:17])[CH2:33][CH:37]1[CH2:39][CH2:38]1, predict the reactants needed to synthesize it. The reactants are: C[Si]([N-][Si](C)(C)C)(C)C.[Na+].[C:11]([O:15][C:16]([NH:18][C@@H:19]1[CH2:27][C:26]2[C:21](=[CH:22][CH:23]=[CH:24][CH:25]=2)[C@H:20]1[CH:28]([C:33](OC)=O)[C:29]([O:31][CH3:32])=[O:30])=[O:17])([CH3:14])([CH3:13])[CH3:12].[CH:37]1(CBr)[CH2:39][CH2:38]1.[I-].[K+].